This data is from Forward reaction prediction with 1.9M reactions from USPTO patents (1976-2016). The task is: Predict the product of the given reaction. (1) The product is: [Br:1][C:2]1[CH:3]=[C:4]([C:8]2[C:9](=[O:11])[N:29]([CH3:28])[C:30]([S:31][CH3:33])=[N:15][C:14]=2[C:16]2[CH:21]=[CH:20][N:19]=[CH:18][CH:17]=2)[CH:5]=[CH:6][CH:7]=1. Given the reactants [Br:1][C:2]1[CH:3]=[C:4]([CH2:8][C:9]([O:11]CC)=O)[CH:5]=[CH:6][CH:7]=1.[C:14]([C:16]1[CH:21]=[CH:20][N:19]=[CH:18][CH:17]=1)#[N:15].CC([O-])(C)C.[K+].[CH3:28][N:29]=[C:30]=[S:31].I[CH3:33], predict the reaction product. (2) Given the reactants [OH:1][C@@:2]([C:7]1[CH:12]=[CH:11][CH:10]=[CH:9][CH:8]=1)([CH3:6])[C:3]([OH:5])=O.[NH2:13][C@H:14]([C:16]([N:18]1[C:24](=[O:25])[CH:23]([CH3:26])[C:22]2[CH:27]=[CH:28][CH:29]=[CH:30][C:21]=2[C:20]2[C:31]([NH2:35])=[CH:32][CH:33]=[CH:34][C:19]1=2)=[O:17])[CH3:15], predict the reaction product. The product is: [OH:1][C@@:2]([C:7]1[CH:12]=[CH:11][CH:10]=[CH:9][CH:8]=1)([CH3:6])[C:3]([NH:13][C@H:14]([C:16]([N:18]1[C:24](=[O:25])[CH:23]([CH3:26])[C:22]2[CH:27]=[CH:28][CH:29]=[CH:30][C:21]=2[C:20]2[C:31]([NH2:35])=[CH:32][CH:33]=[CH:34][C:19]1=2)=[O:17])[CH3:15])=[O:5].